Dataset: Full USPTO retrosynthesis dataset with 1.9M reactions from patents (1976-2016). Task: Predict the reactants needed to synthesize the given product. (1) Given the product [CH3:24][N:23]([CH3:25])[C:14]1([C:17]2[CH:18]=[CH:19][CH:20]=[CH:21][CH:22]=2)[CH2:15][CH2:16][CH:11]([CH2:10][NH:9][C:8]([N:27]2[CH2:32][CH2:31][CH:30]([C:33]3[C:41]4[C:36](=[CH:37][CH:38]=[CH:39][CH:40]=4)[NH:35][CH:34]=3)[CH2:29][CH2:28]2)=[O:7])[CH2:12][CH2:13]1, predict the reactants needed to synthesize it. The reactants are: C1([O:7][C:8](=O)[NH:9][CH2:10][CH:11]2[CH2:16][CH2:15][C:14]([N:23]([CH3:25])[CH3:24])([C:17]3[CH:22]=[CH:21][CH:20]=[CH:19][CH:18]=3)[CH2:13][CH2:12]2)C=CC=CC=1.[NH:27]1[CH2:32][CH2:31][CH:30]([C:33]2[C:41]3[C:36](=[CH:37][CH:38]=[CH:39][CH:40]=3)[NH:35][CH:34]=2)[CH2:29][CH2:28]1. (2) Given the product [CH3:14][C:13]1[O:20][C:18](=[O:19])[C:17](=[CH:5][C:4]2[CH:7]=[CH:8][CH:9]=[CH:10][C:3]=2[C:2]([F:12])([F:11])[F:1])[N:16]=1, predict the reactants needed to synthesize it. The reactants are: [F:1][C:2]([F:12])([F:11])[C:3]1[CH:10]=[CH:9][CH:8]=[CH:7][C:4]=1[CH:5]=O.[C:13]([NH:16][CH2:17][C:18]([OH:20])=[O:19])(=O)[CH3:14].C([O-])(=O)C.[Na+]. (3) Given the product [CH2:30]([CH:37]1[CH2:29][CH2:28][N:25]([CH2:23][C:6]2[N:7]=[C:8]([C:12]3[S:13][C:14]4[CH:22]=[CH:21][CH:20]=[CH:19][C:15]=4[C:16](=[O:18])[N:17]=3)[CH:9]=[CH:10][CH:11]=2)[CH2:26][CH2:27]1)[C:31]1[CH:36]=[CH:35][CH:34]=[CH:33][CH:32]=1, predict the reactants needed to synthesize it. The reactants are: CS(O[C:6]1[CH:11]=[CH:10][CH:9]=[C:8]([C:12]2[S:13][C:14]3[CH:22]=[CH:21][CH:20]=[CH:19][C:15]=3[C:16](=[O:18])[N:17]=2)[N:7]=1)(=O)=O.[CH2:23]([N:25]([CH2:28][CH3:29])[CH2:26][CH3:27])C.[CH2:30]([CH:37]1CCNCC1)[C:31]1[CH:36]=[CH:35][CH:34]=[CH:33][CH:32]=1.C(OCC)(=O)C. (4) Given the product [F:1][C:2]1[CH:3]=[CH:4][C:5]([CH2:6][N:7]2[C:11]3=[CH:12][N:13]=[C:14]([C:20]([O:22][CH2:23][CH3:24])=[O:21])[C:15]([CH2:16][CH2:17][CH2:18][OH:19])=[C:10]3[CH:9]=[CH:8]2)=[CH:25][CH:26]=1, predict the reactants needed to synthesize it. The reactants are: [F:1][C:2]1[CH:26]=[CH:25][C:5]([CH2:6][N:7]2[C:11]3=[CH:12][N:13]=[C:14]([C:20]([O:22][CH2:23][CH3:24])=[O:21])[C:15]([C:16]#[C:17][CH2:18][OH:19])=[C:10]3[CH:9]=[CH:8]2)=[CH:4][CH:3]=1. (5) Given the product [CH3:1][N:2]([C:19]1[CH:20]=[N:21][C:22]([NH:32][CH3:33])=[CH:23][C:24]=1[C:25]1[CH:30]=[CH:29][CH:28]=[CH:27][C:26]=1[CH3:31])[C:3](=[O:18])[C:4]1[CH:5]=[C:6]([C:14]([F:16])([F:17])[F:15])[CH:7]=[C:8]([C:10]([F:11])([F:12])[F:13])[CH:9]=1, predict the reactants needed to synthesize it. The reactants are: [CH3:1][N:2]([C:19]1[CH:20]=[N:21][C:22]([N:32](C)[C:33](=O)C(F)(F)F)=[CH:23][C:24]=1[C:25]1[CH:30]=[CH:29][CH:28]=[CH:27][C:26]=1[CH3:31])[C:3](=[O:18])[C:4]1[CH:9]=[C:8]([C:10]([F:13])([F:12])[F:11])[CH:7]=[C:6]([C:14]([F:17])([F:16])[F:15])[CH:5]=1.C(=O)([O-])[O-].[K+].[K+]. (6) The reactants are: Br[C:2]1[CH:3]=[C:4]([Cl:27])[C:5]([CH:8]2[CH2:12][C:11]([CH3:26])([S:13]([C:16]3[CH:21]=[CH:20][CH:19]=[C:18]([C:22]([F:25])([F:24])[F:23])[CH:17]=3)(=[O:15])=[O:14])[CH2:10][O:9]2)=[N:6][CH:7]=1.[CH3:28][S:29]([O-:31])=[O:30].[Na+].[Na+].N1CCC[C@H]1C([O-])=O. Given the product [Cl:27][C:4]1[C:5]([CH:8]2[CH2:12][C:11]([CH3:26])([S:13]([C:16]3[CH:21]=[CH:20][CH:19]=[C:18]([C:22]([F:25])([F:24])[F:23])[CH:17]=3)(=[O:15])=[O:14])[CH2:10][O:9]2)=[N:6][CH:7]=[C:2]([S:29]([CH3:28])(=[O:31])=[O:30])[CH:3]=1, predict the reactants needed to synthesize it. (7) Given the product [Cl:1][C:2]1[CH:3]=[C:4]([CH:26]=[CH:27][C:28]=1[F:29])[NH:5][C:6]1[C:15]2[C:10](=[CH:11][C:12]([O:24][CH3:25])=[CH:13][C:14]=2[O:16][CH2:17][C@H:18]2[N:22]([C:33](=[O:34])[CH2:32][N:31]([CH3:36])[CH3:30])[CH2:21][C@@H:20]([OH:23])[CH2:19]2)[N:9]=[CH:8][N:7]=1, predict the reactants needed to synthesize it. The reactants are: [Cl:1][C:2]1[CH:3]=[C:4]([CH:26]=[CH:27][C:28]=1[F:29])[NH:5][C:6]1[C:15]2[C:10](=[CH:11][C:12]([O:24][CH3:25])=[CH:13][C:14]=2[O:16][CH2:17][C@H:18]2[NH:22][CH2:21][C@@H:20]([OH:23])[CH2:19]2)[N:9]=[CH:8][N:7]=1.[CH3:30][N:31]([CH3:36])[CH2:32][C:33](O)=[O:34]. (8) Given the product [C:17]([NH:14][C:13]1[CH:15]=[CH:16][C:10]([N:1]=[N:2][C:3]2[CH:4]=[CH:5][C:6]([NH2:7])=[CH:8][CH:9]=2)=[CH:11][CH:12]=1)(=[O:24])[C:18]1[CH:23]=[CH:22][CH:21]=[CH:20][CH:19]=1, predict the reactants needed to synthesize it. The reactants are: [N:1]([C:10]1[CH:16]=[CH:15][C:13]([NH2:14])=[CH:12][CH:11]=1)=[N:2][C:3]1[CH:9]=[CH:8][C:6]([NH2:7])=[CH:5][CH:4]=1.[C:17](Cl)(=[O:24])[C:18]1[CH:23]=[CH:22][CH:21]=[CH:20][CH:19]=1.C(OCC)(=O)C. (9) Given the product [CH3:36][O:35][C:30]1[CH:31]=[CH:32][CH:33]=[CH:34][C:29]=1[CH2:28][NH:25][C:26]([N:3]1[CH2:4][CH2:5][CH:6]([O:9][C:10]2[N:11]=[CH:12][CH:13]=[CH:14][N:15]=2)[CH2:7][CH2:8]1)=[O:27], predict the reactants needed to synthesize it. The reactants are: Cl.Cl.[NH:3]1[CH2:8][CH2:7][CH:6]([O:9][C:10]2[N:15]=[CH:14][CH:13]=[CH:12][N:11]=2)[CH2:5][CH2:4]1.C(N(C(C)C)CC)(C)C.[N:25]([CH2:28][C:29]1[CH:34]=[CH:33][CH:32]=[CH:31][C:30]=1[O:35][CH3:36])=[C:26]=[O:27]. (10) Given the product [Cl:12][C:13]1[CH:18]=[CH:17][C:16]([C:19]([F:21])([F:22])[F:20])=[CH:15][C:14]=1[C:23]1[O:27][C:26]([CH:28]=[C:7]2[S:1][C:2](=[S:3])[N:4]([CH2:8][C:9]([OH:11])=[O:10])[C:5]2=[O:6])=[CH:25][CH:24]=1, predict the reactants needed to synthesize it. The reactants are: [S:1]1[CH2:7][C:5](=[O:6])[N:4]([CH2:8][C:9]([OH:11])=[O:10])[C:2]1=[S:3].[Cl:12][C:13]1[CH:18]=[CH:17][C:16]([C:19]([F:22])([F:21])[F:20])=[CH:15][C:14]=1[C:23]1[O:27][C:26]([CH:28]=O)=[CH:25][CH:24]=1.